This data is from Reaction yield outcomes from USPTO patents with 853,638 reactions. The task is: Predict the reaction yield, written as a fraction of the theoretical maximum amount of product (1.0 means a 100% yield; for example, 0.34 means a 34% yield). (1) The reactants are [C:1]([NH:7][C:8]1[CH:9]=[N:10][CH:11]=[CH:12][CH:13]=1)(=[O:6])[C:2]([CH3:5])([CH3:4])[CH3:3].CN(C)CCN(C)C.[Li]CCCC.[I:27]I. The catalyst is C1COCC1. The product is [CH3:3][C:2]([CH3:5])([CH3:4])[C:1]([NH:7][C:8]1[CH:9]=[N:10][CH:11]=[CH:12][C:13]=1[I:27])=[O:6]. The yield is 0.230. (2) The reactants are Cl.C([O:9][C:10]1[CH:19]=[C:18]2[C:13]([C:14]([NH:20][C:21]3[CH:22]=[C:23]4[C:27](=[CH:28][CH:29]=3)[NH:26][CH:25]=[CH:24]4)=[N:15][CH:16]=[N:17]2)=[CH:12][C:11]=1[O:30][CH3:31])C1C=CC=CC=1.C([O-])=O.[NH4+]. The catalyst is CO.CN(C=O)C.[Pd]. The product is [OH:9][C:10]1[CH:19]=[C:18]2[C:13]([C:14]([NH:20][C:21]3[CH:22]=[C:23]4[C:27](=[CH:28][CH:29]=3)[NH:26][CH:25]=[CH:24]4)=[N:15][CH:16]=[N:17]2)=[CH:12][C:11]=1[O:30][CH3:31]. The yield is 0.970. (3) No catalyst specified. The yield is 0.140. The product is [Cl:1][C:2]1[CH:18]=[CH:17][CH:16]=[CH:15][C:3]=1[CH:4]1[C:13](=[O:14])[C:12]2[C:7](=[CH:8][CH:9]=[CH:10][CH:11]=2)[O:6][CH2:5]1. The reactants are [Cl:1][C:2]1[CH:18]=[CH:17][CH:16]=[CH:15][C:3]=1[C:4]1[C:13](=[O:14])[C:12]2[C:7](=[CH:8][CH:9]=[CH:10][CH:11]=2)[O:6][CH:5]=1.C([O-])=O.[NH4+]. (4) The reactants are CC1(C)[O:6][C@H:5]([CH2:7][CH:8]=O)[C:4](=[O:10])O1.[NH2:12][CH:13]1[CH2:18][CH2:17][N:16]([C:19]([O:21][C:22]([CH3:25])([CH3:24])[CH3:23])=[O:20])[CH2:15][CH2:14]1.C(O)(=O)C.[BH-](OC(C)=O)(OC(C)=O)OC(C)=O.[Na+]. The catalyst is C(Cl)CCl. The product is [OH:6][C@@H:5]1[CH2:7][CH2:8][N:12]([CH:13]2[CH2:14][CH2:15][N:16]([C:19]([O:21][C:22]([CH3:25])([CH3:24])[CH3:23])=[O:20])[CH2:17][CH2:18]2)[C:4]1=[O:10]. The yield is 0.713.